Predict the reactants needed to synthesize the given product. From a dataset of Full USPTO retrosynthesis dataset with 1.9M reactions from patents (1976-2016). (1) Given the product [C:1]1([S:7]([C:10]([CH:15]2[CH2:27][CH2:26][C:25]3[C:24]4[C:19](=[CH:20][CH:21]=[C:22]([Cl:28])[CH:23]=4)[NH:18][C:17]=3[CH2:16]2)([CH3:14])[CH2:11][O:12][CH3:13])(=[O:9])=[O:8])[CH:6]=[CH:5][CH:4]=[CH:3][CH:2]=1, predict the reactants needed to synthesize it. The reactants are: [C:1]1([S:7]([C:10]([CH:15]2[CH2:27][CH2:26][C:25]3[C:24]4[C:19](=[CH:20][CH:21]=[C:22]([Cl:28])[CH:23]=4)[N:18](COC)[C:17]=3[CH2:16]2)([CH3:14])[CH2:11][O:12][CH3:13])(=[O:9])=[O:8])[CH:6]=[CH:5][CH:4]=[CH:3][CH:2]=1.C([O-])(O)=O.[Na+]. (2) Given the product [F:32][C:29]1[CH:30]=[CH:31][C:24]2=[C:25]([CH:28]=1)[O:26][CH2:27][C:21]1[CH:20]=[C:19]([CH2:18][N:8]3[C:7]4[CH:9]=[CH:10][CH:11]=[C:12]([C:13]([OH:16])([CH3:14])[CH3:15])[C:6]=4[N:5]=[C:4]3[CH2:3][O:2][CH3:1])[CH:38]=[CH:37][C:22]=1/[C:23]/2=[C:33](/[CH3:36])\[C:34]#[N:35], predict the reactants needed to synthesize it. The reactants are: [CH3:1][O:2][CH2:3][C:4]1[NH:8][C:7]2[CH:9]=[CH:10][CH:11]=[C:12]([C:13]([OH:16])([CH3:15])[CH3:14])[C:6]=2[N:5]=1.Br[CH2:18][C:19]1[CH:38]=[CH:37][C:22]2/[C:23](=[C:33](/[CH3:36])\[C:34]#[N:35])/[C:24]3[CH:31]=[CH:30][C:29]([F:32])=[CH:28][C:25]=3[O:26][CH2:27][C:21]=2[CH:20]=1. (3) The reactants are: [I:1][CH2:2][CH2:3][CH2:4][CH3:5].[N:6]1([C:11]2[CH:16]=[CH:15][N:14]=[CH:13][CH:12]=2)[CH2:10][CH2:9][CH2:8][CH2:7]1. Given the product [I-:1].[CH2:2]([N+:14]1[CH:15]=[CH:16][C:11]([N:6]2[CH2:10][CH2:9][CH2:8][CH2:7]2)=[CH:12][CH:13]=1)[CH2:3][CH2:4][CH3:5], predict the reactants needed to synthesize it. (4) Given the product [C:18]([O:22][C:23](=[O:24])[NH:25][C:26]1[CH:31]=[C:30]([Cl:32])[CH:29]=[CH:28][C:27]=1/[CH:33]=[CH:34]/[C:35]([N:15]1[CH:9]2[CH2:10][CH2:11][CH2:12][CH:13]1[CH2:14][N:7]([CH2:6][C:5]1[CH:4]=[CH:3][C:2]([F:1])=[CH:17][CH:16]=1)[CH2:8]2)=[O:36])([CH3:21])([CH3:19])[CH3:20], predict the reactants needed to synthesize it. The reactants are: [F:1][C:2]1[CH:17]=[CH:16][C:5]([CH2:6][N:7]2[CH2:14][CH:13]3[NH:15][CH:9]([CH2:10][CH2:11][CH2:12]3)[CH2:8]2)=[CH:4][CH:3]=1.[C:18]([O:22][C:23]([NH:25][C:26]1[CH:31]=[C:30]([Cl:32])[CH:29]=[CH:28][C:27]=1/[CH:33]=[CH:34]/[C:35](O)=[O:36])=[O:24])([CH3:21])([CH3:20])[CH3:19].CCN=C=NCCCN(C)C.Cl.Cl. (5) Given the product [Cl:27][C:24]1[CH:25]=[CH:26][C:21]([CH:10]2[C:5]3[N:6]([CH:7]([CH3:9])[CH3:8])[C:2]([C:33]4[C:34]([O:36][CH3:37])=[N:35][C:30]([O:29][CH3:28])=[N:31][CH:32]=4)=[CH:3][C:4]=3[C:12](=[O:13])[N:11]2[C:14]2[C:15]([CH3:20])=[N:16][N:17]([CH3:19])[CH:18]=2)=[CH:22][CH:23]=1, predict the reactants needed to synthesize it. The reactants are: Br[C:2]1[N:6]([CH:7]([CH3:9])[CH3:8])[C:5]2[CH:10]([C:21]3[CH:26]=[CH:25][C:24]([Cl:27])=[CH:23][CH:22]=3)[N:11]([C:14]3[C:15]([CH3:20])=[N:16][N:17]([CH3:19])[CH:18]=3)[C:12](=[O:13])[C:4]=2[CH:3]=1.[CH3:28][O:29][C:30]1[N:35]=[C:34]([O:36][CH3:37])[C:33](B(O)O)=[CH:32][N:31]=1.BrC1N(C(C)C)C2C(C3C=CC(Cl)=CC=3)N(C3C=C(Cl)C=CC=3C)C(=O)C=2C=1.C(C1C=CC(OC)=C(B(O)O)C=1)#N.